This data is from Full USPTO retrosynthesis dataset with 1.9M reactions from patents (1976-2016). The task is: Predict the reactants needed to synthesize the given product. (1) The reactants are: C(Cl)(=O)C(Cl)=O.[CH3:7][O:8][C:9]1[CH:14]=[CH:13][C:12]([C:15]2[S:19][C:18]([C:20](O)=[O:21])=[C:17]([C:23]3[CH:28]=[CH:27][C:26]([S:29](=[O:32])(=[O:31])[NH2:30])=[CH:25][CH:24]=3)[C:16]=2[CH3:33])=[CH:11][CH:10]=1.[CH3:34][N:35]([CH:37]=O)[CH3:36].C(N(CC)CC)C.Cl.[CH3:47][NH:48][O:49][CH3:50]. Given the product [CH3:37][N:35]([CH:34]=[N:30][S:29]([C:26]1[CH:25]=[CH:24][C:23]([C:17]2[C:16]([CH3:33])=[C:15]([C:12]3[CH:11]=[CH:10][C:9]([O:8][CH3:7])=[CH:14][CH:13]=3)[S:19][C:18]=2[C:20]([N:48]([O:49][CH3:50])[CH3:47])=[O:21])=[CH:28][CH:27]=1)(=[O:31])=[O:32])[CH3:36], predict the reactants needed to synthesize it. (2) The reactants are: FC(F)(F)C(O)=O.[CH:8]1([CH2:11][CH2:12][O:13][C:14]2[NH:15][C:16]([NH2:25])=[C:17]3[C:21]([N:22]=2)=[N:20][C:19]([O:23][CH3:24])=[N:18]3)[CH2:10][CH2:9]1.Br[CH2:27][CH2:28][CH2:29][CH2:30][CH:31]1[CH2:36][CH2:35][CH2:34][O:33][CH2:32]1. Given the product [CH:8]1([CH2:11][CH2:12][O:13][C:14]2[N:22]=[C:21]3[C:17]([N:18]=[C:19]([O:23][CH3:24])[N:20]3[CH2:27][CH2:28][CH2:29][CH2:30][CH:31]3[CH2:36][CH2:35][CH2:34][O:33][CH2:32]3)=[C:16]([NH2:25])[N:15]=2)[CH2:10][CH2:9]1, predict the reactants needed to synthesize it. (3) Given the product [CH2:25]([O:1][C:2]1[CH:3]=[CH:4][C:5]([C:8]2([C:18]3[CH:19]=[CH:20][C:21]([O:24][CH2:33][CH:34]4[O:35][CH2:36]4)=[CH:22][CH:23]=3)[CH:9]3[CH2:17][CH:13]4[CH2:12][CH:11]([CH2:16][CH:15]2[CH2:14]4)[CH2:10]3)=[CH:6][CH:7]=1)[CH:27]1[O:29][CH2:28]1, predict the reactants needed to synthesize it. The reactants are: [OH:1][C:2]1[CH:7]=[CH:6][C:5]([C:8]2([C:18]3[CH:23]=[CH:22][C:21]([OH:24])=[CH:20][CH:19]=3)[CH:15]3[CH2:16][CH:11]4[CH2:12][CH:13]([CH2:17][CH:9]2[CH2:10]4)[CH2:14]3)=[CH:4][CH:3]=1.[CH2:25]([CH:27]1[O:29][CH2:28]1)Cl.[OH-].[Na+].C[CH2:33][C:34]([CH3:36])=[O:35].